From a dataset of Full USPTO retrosynthesis dataset with 1.9M reactions from patents (1976-2016). Predict the reactants needed to synthesize the given product. (1) Given the product [CH3:1][O:2][C:3]1[CH:4]=[C:5]([C:6]2[S:22][C:17]3[CH:18]=[CH:19][CH:20]=[CH:21][C:16]=3[N:15]=2)[CH:8]=[C:9]([O:13][CH3:14])[C:10]=1[O:11][CH3:12], predict the reactants needed to synthesize it. The reactants are: [CH3:1][O:2][C:3]1[CH:4]=[C:5]([CH:8]=[C:9]([O:13][CH3:14])[C:10]=1[O:11][CH3:12])[CH:6]=O.[NH2:15][C:16]1[CH:21]=[CH:20][CH:19]=[CH:18][C:17]=1[SH:22].CS(C)=O. (2) Given the product [Br:3][C:4]1[CH:9]=[CH:8][CH:7]=[CH:6][C:5]=1[S:10][C:12]1[CH:17]=[CH:16][C:15]([N+:18]([O-:20])=[O:19])=[CH:14][C:13]=1[S:21]([OH:23])=[O:22], predict the reactants needed to synthesize it. The reactants are: [OH-].[Na+].[Br:3][C:4]1[CH:9]=[CH:8][CH:7]=[CH:6][C:5]=1[SH:10].Cl[C:12]1[CH:17]=[CH:16][C:15]([N+:18]([O-:20])=[O:19])=[CH:14][C:13]=1[S:21]([OH:23])=[O:22].Cl. (3) Given the product [Br:26][C:12]1[N:8]([C:5]2[CH:4]=[CH:3][C:2]([Cl:1])=[CH:7][CH:6]=2)[C:9]([C:18]2[CH:23]=[CH:22][C:21]([CH3:24])=[CH:20][C:19]=2[CH3:25])=[N:10][C:11]=1[C:13]([O:15][CH2:16][CH3:17])=[O:14], predict the reactants needed to synthesize it. The reactants are: [Cl:1][C:2]1[CH:7]=[CH:6][C:5]([N:8]2[CH:12]=[C:11]([C:13]([O:15][CH2:16][CH3:17])=[O:14])[N:10]=[C:9]2[C:18]2[CH:23]=[CH:22][C:21]([CH3:24])=[CH:20][C:19]=2[CH3:25])=[CH:4][CH:3]=1.[Br:26]N1C(=O)CCC1=O.O. (4) Given the product [C:24]1([N:23]2[C:19]([N:13]3[C:12](=[O:15])[CH:11]=[CH:10][C:9]([C:5]4[CH:6]=[CH:7][CH:8]=[C:3]([C:2]([F:1])([F:16])[F:17])[CH:4]=4)=[N:14]3)=[CH:20][CH:21]=[N:22]2)[CH:25]=[CH:26][CH:27]=[CH:28][CH:29]=1, predict the reactants needed to synthesize it. The reactants are: [F:1][C:2]([F:17])([F:16])[C:3]1[CH:4]=[C:5]([C:9]2[CH:10]=[CH:11][C:12](=[O:15])[NH:13][N:14]=2)[CH:6]=[CH:7][CH:8]=1.I[C:19]1[N:23]([C:24]2[CH:29]=[CH:28][CH:27]=[CH:26][CH:25]=2)[N:22]=[CH:21][CH:20]=1.C(=O)([O-])[O-].[K+].[K+].Cl. (5) Given the product [N:17]1[CH:18]=[CH:19][CH:20]=[CH:21][C:16]=1[N:11]1[CH2:10][C@@H:9]2[CH2:14][C@H:12]1[CH2:13][N:8]2[C:1]([O:3][C:4]([CH3:7])([CH3:6])[CH3:5])=[O:2], predict the reactants needed to synthesize it. The reactants are: [C:1]([N:8]1[CH2:13][C@@H:12]2[CH2:14][C@H:9]1[CH2:10][NH:11]2)([O:3][C:4]([CH3:7])([CH3:6])[CH3:5])=[O:2].Br[C:16]1[CH:21]=[CH:20][CH:19]=[CH:18][N:17]=1.CC(C)([O-])C.[Na+]. (6) Given the product [NH2:28][CH2:27][C@@:4]1([CH:1]2[CH2:3][CH2:2]2)[CH2:8][CH2:7][N:6]([C:9]2[CH:14]=[CH:13][N:12]=[C:11]([NH:15][C:16]3[CH:17]=[N:18][N:19]([C:21]([CH3:25])([CH3:24])[CH2:22][OH:23])[CH:20]=3)[N:10]=2)[C:5]1=[O:26], predict the reactants needed to synthesize it. The reactants are: [CH:1]1([C@:4]2([C:27]#[N:28])[CH2:8][CH2:7][N:6]([C:9]3[CH:14]=[CH:13][N:12]=[C:11]([NH:15][C:16]4[CH:17]=[N:18][N:19]([C:21]([CH3:25])([CH3:24])[CH2:22][OH:23])[CH:20]=4)[N:10]=3)[C:5]2=[O:26])[CH2:3][CH2:2]1.[BH4-].[Na+].C(=O)([O-])O.[Na+]. (7) Given the product [NH2:2][CH:3]1[C:9]2[CH:10]=[CH:11][CH2:12][CH2:13][C:8]=2[CH2:7][CH2:6][N:5]([CH3:14])[C:4]1=[O:15], predict the reactants needed to synthesize it. The reactants are: O[N:2]=[C:3]1[C:9]2[CH:10]=[CH:11][CH2:12][CH2:13][C:8]=2[CH2:7][CH2:6][N:5]([CH3:14])[C:4]1=[O:15].C(O)C.[OH-].[Na+].